This data is from Catalyst prediction with 721,799 reactions and 888 catalyst types from USPTO. The task is: Predict which catalyst facilitates the given reaction. Reactant: [NH2:1][C:2]1[CH:3]=[CH:4][C:5]([CH3:11])=[C:6]([CH:10]=1)[C:7]([OH:9])=[O:8].[F:12][C:13]([F:24])([F:23])[C:14]1[CH:15]=[C:16]([CH:20]=[CH:21][CH:22]=1)[C:17](Cl)=[O:18]. Product: [F:12][C:13]([F:23])([F:24])[C:14]1[CH:15]=[C:16]([CH:20]=[CH:21][CH:22]=1)[C:17]([NH:1][C:2]1[CH:3]=[CH:4][C:5]([CH3:11])=[C:6]([CH:10]=1)[C:7]([OH:9])=[O:8])=[O:18]. The catalyst class is: 1.